Dataset: Catalyst prediction with 721,799 reactions and 888 catalyst types from USPTO. Task: Predict which catalyst facilitates the given reaction. (1) Reactant: [CH3:1][C:2]1[N:7]=[C:6]([NH2:8])[CH:5]=[CH:4][C:3]=1[C:9]#[C:10][Si](C)(C)C.CO.C(=O)([O-])[O-].[K+].[K+]. Product: [C:9]([C:3]1[CH:4]=[CH:5][C:6]([NH2:8])=[N:7][C:2]=1[CH3:1])#[CH:10]. The catalyst class is: 6. (2) Reactant: [NH2:1][CH2:2][C@H:3]([C:5]1[CH:10]=[CH:9][CH:8]=[CH:7][CH:6]=1)[OH:4].C(O)(=O)C.[Br:15][C:16]1[CH:23]=[CH:22][C:19]([CH:20]=O)=[CH:18][CH:17]=1.C(O[BH-](OC(=O)C)OC(=O)C)(=O)C.[Na+]. Product: [Br:15][C:16]1[CH:23]=[CH:22][C:19]([CH2:20][NH:1][CH2:2][C@H:3]([C:5]2[CH:10]=[CH:9][CH:8]=[CH:7][CH:6]=2)[OH:4])=[CH:18][CH:17]=1. The catalyst class is: 1. (3) Reactant: Br[C:2]1[CH:3]=[CH:4][C:5]2[N:9]=[CH:8][N:7]([C:10]3[CH:15]=[CH:14][N:13]=[C:12]([NH2:16])[N:11]=3)[C:6]=2[CH:17]=1.[Cl-].[NH4+].[CH3:20][N:21](C=O)C. The catalyst class is: 267. Product: [NH2:16][C:12]1[N:11]=[C:10]([N:7]2[C:6]3[CH:17]=[C:2]([C:20]#[N:21])[CH:3]=[CH:4][C:5]=3[N:9]=[CH:8]2)[CH:15]=[CH:14][N:13]=1. (4) The catalyst class is: 6. Reactant: C(OCCOC(=O)C(C)=C)(=O)C(C)=C.C(O)C.[CH3:18][C:19]1[CH2:24][CH2:23][CH2:22][C:21]([CH3:26])([CH3:25])[C:20]=1/[CH:27]=[CH:28]/[C:29](/[CH3:38])=[CH:30]/[CH:31]=[CH:32]/[C:33](/[CH3:37])=[CH:34]/[CH:35]=[O:36]. Product: [CH3:18][C:19]1[CH2:24][CH2:23][CH2:22][C:21]([CH3:25])([CH3:26])[C:20]=1/[CH:27]=[CH:28]/[C:29](/[CH3:38])=[CH:30]/[CH:31]=[CH:32]/[C:33](/[CH3:37])=[CH:34]/[CH2:35][OH:36]. (5) Reactant: [C:1]([C:5]1[CH:10]=[CH:9][C:8]([S:11]([NH:14][C:15]2[CH:20]=[C:19]([F:21])[C:18]([Cl:22])=[CH:17][C:16]=2[C:23]2O[C:25]([CH2:28][CH2:29][S:30]([CH3:33])(=[O:32])=[O:31])=[N:26][N:27]=2)(=[O:13])=[O:12])=[CH:7][CH:6]=1)([CH3:4])([CH3:3])[CH3:2].[CH3:34][NH2:35].CC(O)=O. Product: [C:1]([C:5]1[CH:10]=[CH:9][C:8]([S:11]([NH:14][C:15]2[CH:20]=[C:19]([F:21])[C:18]([Cl:22])=[CH:17][C:16]=2[C:23]2[N:35]([CH3:34])[C:25]([CH2:28][CH2:29][S:30]([CH3:33])(=[O:32])=[O:31])=[N:26][N:27]=2)(=[O:13])=[O:12])=[CH:7][CH:6]=1)([CH3:4])([CH3:3])[CH3:2]. The catalyst class is: 12. (6) Reactant: [NH:1]1[CH2:4][CH:3]([CH:5]([C:10]2[CH:11]=[C:12]([C:17]3[N:18]=[N:19][N:20]([CH3:22])[N:21]=3)[CH:13]=[C:14]([F:16])[CH:15]=2)[C:6]([F:9])([CH3:8])[CH3:7])[CH2:2]1.Br[CH:24]([C:33]1[CH:38]=[CH:37][C:36]([Cl:39])=[CH:35][CH:34]=1)[C:25]1[CH:26]=[C:27]([CH:30]=[CH:31][CH:32]=1)[C:28]#[N:29].CCN(C(C)C)C(C)C. Product: [Cl:39][C:36]1[CH:35]=[CH:34][C:33]([CH:24]([N:1]2[CH2:2][CH:3]([CH:5]([C:10]3[CH:11]=[C:12]([C:17]4[N:18]=[N:19][N:20]([CH3:22])[N:21]=4)[CH:13]=[C:14]([F:16])[CH:15]=3)[C:6]([F:9])([CH3:8])[CH3:7])[CH2:4]2)[C:25]2[CH:26]=[C:27]([CH:30]=[CH:31][CH:32]=2)[C:28]#[N:29])=[CH:38][CH:37]=1. The catalyst class is: 10. (7) Reactant: [NH2:1][C@H:2]([C:5]1[CH:10]=[CH:9][CH:8]=[CH:7][CH:6]=1)[CH2:3][OH:4].[CH:11](=O)[CH2:12][CH2:13][CH:14]=[CH2:15].C([BH3-])#N.[Na+]. Product: [CH2:15]([NH:1][C@H:2]([C:5]1[CH:10]=[CH:9][CH:8]=[CH:7][CH:6]=1)[CH2:3][OH:4])[CH2:14][CH2:13][CH:12]=[CH2:11]. The catalyst class is: 1. (8) Reactant: [Si]([O:8][CH2:9][C:10]1[C:11]([F:26])=[C:12]([N:16]2[CH2:19][CH:18]([CH2:20]CS([O-])(=O)=O)[CH2:17]2)[CH:13]=[CH:14][CH:15]=1)(C(C)(C)C)(C)C.[CH3:27][C:28]1[N:33]=[CH:32][C:31]([OH:34])=[CH:30][CH:29]=1.C(=O)([O-])[O-].[K+].[K+]. Product: [F:26][C:11]1[C:12]([N:16]2[CH2:17][CH:18]([CH2:20][O:34][C:31]3[CH:32]=[N:33][C:28]([CH3:27])=[CH:29][CH:30]=3)[CH2:19]2)=[CH:13][CH:14]=[CH:15][C:10]=1[CH2:9][OH:8]. The catalyst class is: 3.